Dataset: Catalyst prediction with 721,799 reactions and 888 catalyst types from USPTO. Task: Predict which catalyst facilitates the given reaction. Reactant: [NH2:1][CH:2]([C:6]([OH:8])=[O:7])[CH2:3][CH2:4][SH:5].[OH-].[K+].Br[CH2:12][CH2:13][OH:14]. Product: [NH2:1][CH:2]([CH2:3][CH2:4][S:5][CH2:12][CH2:13][OH:14])[C:6]([OH:8])=[O:7]. The catalyst class is: 8.